Task: Predict the reactants needed to synthesize the given product.. Dataset: Full USPTO retrosynthesis dataset with 1.9M reactions from patents (1976-2016) (1) The reactants are: [CH2:1]([N:8]1[CH2:13][CH2:12][C@@H:11]([CH3:14])[C@@H:10]([NH:15][CH3:16])[CH2:9]1)[C:2]1[CH:7]=[CH:6][CH:5]=[CH:4][CH:3]=1.Cl[C:18]1[CH:23]=[CH:22][N:21]=[C:20]2[N:24]([CH2:27][O:28][CH2:29][CH2:30][Si:31]([CH3:34])([CH3:33])[CH3:32])[CH:25]=[CH:26][C:19]=12.C(P(C(C)(C)C)C(C)(C)C)(C)(C)C.CC(C)([O-])C.[Na+]. Given the product [CH2:1]([N:8]1[CH2:13][CH2:12][C@@H:11]([CH3:14])[C@@H:10]([N:15]([CH3:16])[C:18]2[CH:23]=[CH:22][N:21]=[C:20]3[N:24]([CH2:27][O:28][CH2:29][CH2:30][Si:31]([CH3:34])([CH3:33])[CH3:32])[CH:25]=[CH:26][C:19]=23)[CH2:9]1)[C:2]1[CH:3]=[CH:4][CH:5]=[CH:6][CH:7]=1, predict the reactants needed to synthesize it. (2) Given the product [NH:20]1[C:18]([C:3]2[CH:4]=[C:5]([C:8]3[CH:9]=[CH:10][C:11]([C:14]([F:15])([F:16])[F:17])=[CH:12][CH:13]=3)[CH:6]=[CH:7][C:2]=2[NH2:1])=[N:19][N:22]=[N:21]1, predict the reactants needed to synthesize it. The reactants are: [NH2:1][C:2]1[CH:7]=[CH:6][C:5]([C:8]2[CH:13]=[CH:12][C:11]([C:14]([F:17])([F:16])[F:15])=[CH:10][CH:9]=2)=[CH:4][C:3]=1[C:18]#[N:19].[N-:20]=[N+:21]=[N-:22].[Na+].[Cl-].C([NH+](CC)CC)C.Cl. (3) Given the product [CH3:12][CH:13]1[N:5]2[C:4]3[CH:3]=[CH:2][O:1][C:8]=3[CH:7]=[C:6]2[C:9](=[O:11])[O:10]1, predict the reactants needed to synthesize it. The reactants are: [O:1]1[C:8]2[CH:7]=[C:6]([C:9]([OH:11])=[O:10])[NH:5][C:4]=2[CH:3]=[CH:2]1.[CH:12](=O)[CH3:13]. (4) Given the product [Cl:44][C:33]1[CH:34]=[C:35]([CH2:38][C:39]([O:41][CH2:42][CH3:43])=[O:40])[CH:36]=[CH:37][C:32]=1[NH:31][C:4]([C:3]1[CH:7]=[C:8]([O:11][CH2:12][C:13]2[CH:18]=[CH:17][CH:16]=[C:15]([Cl:19])[CH:14]=2)[CH:9]=[CH:10][C:2]=1[Cl:1])=[O:6], predict the reactants needed to synthesize it. The reactants are: [Cl:1][C:2]1[CH:10]=[CH:9][C:8]([O:11][CH2:12][C:13]2[CH:18]=[CH:17][CH:16]=[C:15]([Cl:19])[CH:14]=2)=[CH:7][C:3]=1[C:4]([OH:6])=O.Cl.CN(C)CCN=C=NCC.[NH2:31][C:32]1[CH:37]=[CH:36][C:35]([CH2:38][C:39]([O:41][CH2:42][CH3:43])=[O:40])=[CH:34][C:33]=1[Cl:44].